From a dataset of Forward reaction prediction with 1.9M reactions from USPTO patents (1976-2016). Predict the product of the given reaction. (1) Given the reactants [CH3:1][C@H:2]1[N:7]([C:8]2[NH:12][C:11]3[CH:13]=[C:14]([C:27]([F:30])([F:29])[F:28])[CH:15]=[C:16]([C:17]4[CH:22]=[CH:21][C:20]([C:23]([F:26])([F:25])[F:24])=[CH:19][CH:18]=4)[C:10]=3[N:9]=2)[CH2:6][CH2:5][N:4]([C:31]2[N:36]=[CH:35][C:34]([CH2:37][OH:38])=[CH:33][C:32]=2[C:39]([F:42])([F:41])[F:40])[CH2:3]1, predict the reaction product. The product is: [CH3:1][CH:2]1[N:7]([C:8]2[NH:9][C:10]3[C:16]([C:17]4[CH:22]=[CH:21][C:20]([C:23]([F:26])([F:25])[F:24])=[CH:19][CH:18]=4)=[CH:15][C:14]([C:27]([F:29])([F:30])[F:28])=[CH:13][C:11]=3[N:12]=2)[CH2:6][CH2:5][N:4]([C:31]2[N:36]=[CH:35][C:34]([CH:37]=[O:38])=[CH:33][C:32]=2[C:39]([F:42])([F:40])[F:41])[CH2:3]1. (2) Given the reactants [CH3:1][C:2]1[CH:10]=[CH:9][CH:8]=[CH:7][C:3]=1[C:4](O)=[O:5].S(Cl)([Cl:13])=O, predict the reaction product. The product is: [CH3:1][C:2]1[CH:10]=[CH:9][CH:8]=[CH:7][C:3]=1[C:4]([Cl:13])=[O:5]. (3) Given the reactants [Br-].[CH2:2]([O:4][C:5]([C:7]1[CH:32]=[CH:31][C:10]([CH2:11][P+](C2C=CC=CC=2)(C2C=CC=CC=2)C2C=CC=CC=2)=[C:9]([F:33])[CH:8]=1)=[O:6])[CH3:3].[CH:34]([C:36]1[N:41]=[CH:40][C:39]([N:42]2[CH2:47][CH2:46][N:45]([C:48]([O:50][C:51]([CH3:54])([CH3:53])[CH3:52])=[O:49])[CH2:44][CH2:43]2)=[CH:38][CH:37]=1)=O, predict the reaction product. The product is: [CH2:2]([O:4][C:5]([C:7]1[CH:32]=[CH:31][C:10]([CH:11]=[CH:34][C:36]2[N:41]=[CH:40][C:39]([N:42]3[CH2:47][CH2:46][N:45]([C:48]([O:50][C:51]([CH3:54])([CH3:53])[CH3:52])=[O:49])[CH2:44][CH2:43]3)=[CH:38][CH:37]=2)=[C:9]([F:33])[CH:8]=1)=[O:6])[CH3:3]. (4) Given the reactants [CH3:1][S:2](Cl)(=[O:4])=[O:3].[Cl:6][C:7]1[CH:12]=[CH:11][C:10]([C:13]2[N:14]=[CH:15][C:16]([C:19]#[C:20][C:21]3[CH:30]=[CH:29][C:24]([O:25][CH2:26][CH2:27][OH:28])=[CH:23][CH:22]=3)=[N:17][CH:18]=2)=[CH:9][CH:8]=1.N1C=CC=CC=1, predict the reaction product. The product is: [CH3:1][S:2]([O:28][CH2:27][CH2:26][O:25][C:24]1[CH:23]=[CH:22][C:21]([C:20]#[C:19][C:16]2[CH:15]=[N:14][C:13]([C:10]3[CH:9]=[CH:8][C:7]([Cl:6])=[CH:12][CH:11]=3)=[CH:18][N:17]=2)=[CH:30][CH:29]=1)(=[O:4])=[O:3]. (5) Given the reactants C(O[C:6]([N:8]1[CH2:11][CH:10]([CH2:12][N:13]2[CH2:18][CH2:17][CH:16]([C:19]3[CH:24]=[CH:23][CH:22]=[C:21]([NH:25][C:26](=[O:28])[CH3:27])[CH:20]=3)[CH2:15][CH2:14]2)[CH2:9]1)=O)(C)(C)C.C(Cl)Cl.[Cl:32][C:33]1[CH:38]=[CH:37][C:36]([C:39]2[C:48]3[C:43](=[CH:44][CH:45]=[CH:46][CH:47]=3)[N:42]=C(NCCCN3CCC(C4C=C(NC(=O)C)C=CC=4)CC3)[N:40]=2)=[CH:35][CH:34]=1, predict the reaction product. The product is: [Cl:32][C:33]1[CH:38]=[CH:37][C:36]([C:39]2[C:48]3[C:43](=[CH:44][CH:45]=[CH:46][CH:47]=3)[N:42]=[C:6]([N:8]3[CH2:9][CH:10]([CH2:12][N:13]4[CH2:14][CH2:15][CH:16]([C:19]5[CH:20]=[C:21]([NH:25][C:26](=[O:28])[CH3:27])[CH:22]=[CH:23][CH:24]=5)[CH2:17][CH2:18]4)[CH2:11]3)[N:40]=2)=[CH:35][CH:34]=1. (6) Given the reactants [Cl:1][C:2]1[CH:3]=[CH:4][C:5]2[N:6]([CH:8]=[C:9]([NH:11]C(=O)C(F)(F)F)[N:10]=2)[N:7]=1.C1COCC1.CO.C(=O)([O-])[O-].[K+].[K+], predict the reaction product. The product is: [Cl:1][C:2]1[CH:3]=[CH:4][C:5]2[N:6]([CH:8]=[C:9]([NH2:11])[N:10]=2)[N:7]=1.